Dataset: Full USPTO retrosynthesis dataset with 1.9M reactions from patents (1976-2016). Task: Predict the reactants needed to synthesize the given product. (1) Given the product [ClH:1].[Cl:1][C:2]1[CH:3]=[C:4]([CH:9]2[O:15][CH2:14][CH2:13][NH:12][CH2:11][CH:10]2[CH2:23][O:24][CH3:25])[CH:5]=[CH:6][C:7]=1[Cl:8], predict the reactants needed to synthesize it. The reactants are: [Cl:1][C:2]1[CH:3]=[C:4]([CH:9]2[O:15][CH2:14][CH2:13][N:12](C(OC(C)(C)C)=O)[CH2:11][CH:10]2[CH2:23][O:24][CH3:25])[CH:5]=[CH:6][C:7]=1[Cl:8].C(OCC)(=O)C.Cl. (2) The reactants are: C([BH3-])#N.[Na+].[CH2:5]([C:8]1[NH:9][C:10]2[C:15]([CH:16]=1)=[CH:14][CH:13]=[CH:12][CH:11]=2)[CH2:6][CH3:7]. Given the product [CH2:5]([CH:8]1[CH2:16][C:15]2[C:10](=[CH:11][CH:12]=[CH:13][CH:14]=2)[NH:9]1)[CH2:6][CH3:7], predict the reactants needed to synthesize it. (3) Given the product [Cl:4][C:5]1[CH:6]=[CH:7][C:8]([C:11]2[N:12]=[C:13]([C:16]([CH3:17])([CH3:23])[C:28]([N:26]([O:2][CH3:1])[CH3:25])=[O:29])[S:14][CH:15]=2)=[CH:9][CH:10]=1, predict the reactants needed to synthesize it. The reactants are: [CH3:1][O-:2].[Na+].[Cl:4][C:5]1[CH:10]=[CH:9][C:8]([C:11]2[N:12]=[C:13]([CH2:16][C:17](N(OC)C)=O)[S:14][CH:15]=2)=[CH:7][CH:6]=1.[CH3:23]I.[CH3:25][N:26]([CH:28]=[O:29])C. (4) Given the product [CH:6]1(/[CH:5]=[CH:2]/[CH:1]=[O:3])[CH2:7][CH2:8][CH2:9][CH2:4]1, predict the reactants needed to synthesize it. The reactants are: [CH:1](=[O:3])[CH3:2].[CH:4]1[CH:9]=[CH:8][CH:7]=[CH:6][CH:5]=1.C1(C=O)CCCC1. (5) Given the product [CH3:21][O:20][C:14]1[CH:13]=[C:12]([NH:11][C:4]2[C:5]3[N:10]=[CH:9][S:8][C:6]=3[N:7]=[C:2]([C:36]3[CH:37]=[CH:38][C:33]([C:32]([NH:31][CH2:30][CH2:29][C:27]4[CH:26]=[CH:25][NH:24][C:23](=[O:22])[CH:28]=4)=[O:48])=[CH:34][CH:35]=3)[N:3]=2)[CH:17]=[CH:16][C:15]=1[O:18][CH3:19], predict the reactants needed to synthesize it. The reactants are: Cl[C:2]1[N:3]=[C:4]([NH:11][C:12]2[CH:17]=[CH:16][C:15]([O:18][CH3:19])=[C:14]([O:20][CH3:21])[CH:13]=2)[C:5]2[N:10]=[CH:9][S:8][C:6]=2[N:7]=1.[O:22]=[C:23]1[CH:28]=[C:27]([CH2:29][CH2:30][NH:31][C:32](=[O:48])[C:33]2[CH:38]=[CH:37][C:36](B3OC(C)(C)C(C)(C)O3)=[CH:35][CH:34]=2)[CH:26]=[CH:25][NH:24]1.C([O-])([O-])=O.[Na+].[Na+]. (6) Given the product [CH:18]([O:10][C:9]1[CH:8]=[CH:7][N:6]=[CH:5][C:4]=1[N+:1]([O-:3])=[O:2])([CH3:20])[CH3:19], predict the reactants needed to synthesize it. The reactants are: [N+:1]([C:4]1[CH:5]=[N:6][CH:7]=[CH:8][C:9]=1[OH:10])([O-:3])=[O:2].C([O-])([O-])=O.[K+].[K+].I[CH:18]([CH3:20])[CH3:19]. (7) Given the product [C:1]([O:5][C:6]([N:8]1[CH2:13][CH2:12][CH:11]([CH2:14][NH:15][CH2:17][C:18]2[CH:23]=[CH:22][N:21]=[C:20]([C:24]3[CH:29]=[C:28]([O:30][CH3:31])[C:27]([O:32][CH3:33])=[C:26]([O:34][CH3:35])[CH:25]=3)[CH:19]=2)[CH2:10][CH2:9]1)=[O:7])([CH3:4])([CH3:3])[CH3:2], predict the reactants needed to synthesize it. The reactants are: [C:1]([O:5][C:6]([N:8]1[CH2:13][CH2:12][CH:11]([CH2:14][NH2:15])[CH2:10][CH2:9]1)=[O:7])([CH3:4])([CH3:3])[CH3:2].Cl[CH2:17][C:18]1[CH:23]=[CH:22][N:21]=[C:20]([C:24]2[CH:29]=[C:28]([O:30][CH3:31])[C:27]([O:32][CH3:33])=[C:26]([O:34][CH3:35])[CH:25]=2)[CH:19]=1. (8) Given the product [C:6]([C:5]1[CH:8]=[CH:9][C:2]([CH3:1])=[CH:3][C:4]=1[NH:10][C:18](=[O:27])[C:19]1[CH:24]=[CH:23][CH:22]=[CH:21][C:20]=1[O:25][CH3:26])#[N:7], predict the reactants needed to synthesize it. The reactants are: [CH3:1][C:2]1[CH:9]=[CH:8][C:5]([C:6]#[N:7])=[C:4]([NH2:10])[CH:3]=1.C(N(CC)CC)C.[C:18](Cl)(=[O:27])[C:19]1[C:20]([O:25][CH3:26])=[CH:21][CH:22]=[CH:23][CH:24]=1.O. (9) Given the product [O:17]1[CH2:22][CH2:21][CH:20]([O:1][CH2:2][CH2:3][C:4]2[N:5]=[C:6]([NH:9][C:10](=[O:16])[O:11][C:12]([CH3:13])([CH3:15])[CH3:14])[S:7][CH:8]=2)[CH2:19][CH2:18]1, predict the reactants needed to synthesize it. The reactants are: [OH:1][CH2:2][CH2:3][C:4]1[N:5]=[C:6]([NH:9][C:10](=[O:16])[O:11][C:12]([CH3:15])([CH3:14])[CH3:13])[S:7][CH:8]=1.[O:17]1[CH:22]=[CH:21][CH2:20][CH2:19][CH2:18]1.[NH+]1C=CC=CC=1.C1(C)C=CC(S(O)(=O)=O)=CC=1. (10) Given the product [CH3:8][C:6]1[N:7]=[C:2]([N:12]2[CH2:17][CH2:16][O:15][CH2:14][CH2:13]2)[CH:3]=[CH:4][C:5]=1[N+:9]([O-:11])=[O:10], predict the reactants needed to synthesize it. The reactants are: Br[C:2]1[N:7]=[C:6]([CH3:8])[C:5]([N+:9]([O-:11])=[O:10])=[CH:4][CH:3]=1.[NH:12]1[CH2:17][CH2:16][O:15][CH2:14][CH2:13]1.